From a dataset of Retrosynthesis with 50K atom-mapped reactions and 10 reaction types from USPTO. Predict the reactants needed to synthesize the given product. (1) Given the product CCOC(=O)c1csc(-c2ccc(OC)cc2)n1, predict the reactants needed to synthesize it. The reactants are: CCOC(=O)c1csc(Br)n1.COc1ccc(B(O)O)cc1. (2) The reactants are: CCOC(=O)C(OC(C)(C)C)c1c(C)sc(C)c1B1OC(C)(C)C(C)(C)O1.Ic1ccccc1. Given the product CCOC(=O)C(OC(C)(C)C)c1c(C)sc(C)c1-c1ccccc1, predict the reactants needed to synthesize it. (3) Given the product Cc1ncccc1Oc1ccc(NC(N)=S)cn1, predict the reactants needed to synthesize it. The reactants are: Cc1ncccc1Oc1ccc(NC(=S)NC(=O)c2ccccc2)cn1. (4) Given the product O=C1COC[C@H]([C@@H](O)c2ccccc2)N1, predict the reactants needed to synthesize it. The reactants are: O=C1COC[C@H]([C@@H](OC(=O)c2ccc([N+](=O)[O-])cc2)c2ccccc2)N1.